From a dataset of Full USPTO retrosynthesis dataset with 1.9M reactions from patents (1976-2016). Predict the reactants needed to synthesize the given product. (1) Given the product [CH3:4][CH:5]([CH2:16][CH2:17][CH2:18][CH:19]([CH3:21])[CH3:20])[CH2:6][CH2:7][O:8][C:9]1[CH:10]=[C:11]([O:23][B:24]([OH:27])[OH:25])[CH:12]=[CH:13][CH:14]=1, predict the reactants needed to synthesize it. The reactants are: [Mg].II.[CH3:4][CH:5]([CH2:16][CH2:17][CH2:18][CH:19]([CH3:21])[CH3:20])[CH2:6][CH2:7][O:8][C:9]1[CH:10]=[C:11](Br)[CH:12]=[CH:13][CH:14]=1.C[O:23][B:24]([O:27]C)[O:25]C.S(=O)(=O)(O)O. (2) Given the product [CH3:25][O:24][C:18]1[N:17]=[C:16]([NH:15][CH:8]([C:9]2[CH:10]=[CH:11][CH:12]=[CH:13][CH:14]=2)[C:26]([C:28]2[C:36]3[C:31](=[CH:32][CH:33]=[CH:34][CH:35]=3)[NH:30][CH:29]=2)=[O:27])[CH:21]=[C:20]([O:22][CH3:23])[N:19]=1, predict the reactants needed to synthesize it. The reactants are: C(N(CC)CC)C.[CH:8](=[N:15][C:16]1[CH:21]=[C:20]([O:22][CH3:23])[N:19]=[C:18]([O:24][CH3:25])[N:17]=1)[C:9]1[CH:14]=[CH:13][CH:12]=[CH:11][CH:10]=1.[CH:26]([C:28]1[C:36]2[C:31](=[CH:32][CH:33]=[CH:34][CH:35]=2)[N:30](C(OC(C)(C)C)=O)[CH:29]=1)=[O:27]. (3) Given the product [O:37]1[C:19]2[CH:18]=[CH:17][CH:16]=[C:15]([N:20]3[CH2:25][CH2:24][N:23]([CH2:26][C:27]4[CH:36]=[CH:35][C:34]5[C:29](=[CH:30][CH:31]=[CH:32][CH:33]=5)[N:28]=4)[CH2:22][CH2:21]3)[C:14]=2[O:40][CH2:39][CH2:38]1, predict the reactants needed to synthesize it. The reactants are: N1C2C(=CC=CC=2)C=CC=1.N1[C:19]2[C:14](=[C:15]([N:20]3[CH2:25][CH2:24][N:23]([CH2:26][C:27]4[CH:36]=[CH:35][C:34]5[C:29](=[CH:30][CH:31]=[CH:32][CH:33]=5)[N:28]=4)[CH2:22][CH2:21]3)[CH:16]=[CH:17][CH:18]=2)C=C1.[O:37]1C2C=CC=C(N3CCNCC3)C=2[O:40][CH2:39][CH2:38]1.